Dataset: Reaction yield outcomes from USPTO patents with 853,638 reactions. Task: Predict the reaction yield, written as a fraction of the theoretical maximum amount of product (1.0 means a 100% yield; for example, 0.34 means a 34% yield). (1) The reactants are [CH3:1][O:2][C:3]1[C:4]([CH3:10])=[C:5]([CH:7]=[CH:8][CH:9]=1)[NH2:6].C[O:12][C:13]1C=CC=C(N)[CH:14]=1. No catalyst specified. The product is [NH2:6][C:5]1[C:4]([CH3:10])=[C:3]([O:2][CH3:1])[CH:9]=[CH:8][C:7]=1[C:13](=[O:12])[CH3:14]. The yield is 0.230. (2) The reactants are [Cl:1][C:2]1[N:7]([CH2:8][C:9]2[CH:16]=[CH:15][CH:14]=[CH:13][C:10]=2[C:11]#[N:12])[C:6](=[O:17])[NH:5][C:4](=[O:18])[CH:3]=1.[H-].[Na+].[Li+].[Br-].I[CH3:24]. The catalyst is CN(C=O)C. The product is [Cl:1][C:2]1[N:7]([CH2:8][C:9]2[CH:16]=[CH:15][CH:14]=[CH:13][C:10]=2[C:11]#[N:12])[C:6](=[O:17])[N:5]([CH3:24])[C:4](=[O:18])[CH:3]=1. The yield is 0.720. (3) The reactants are [NH2:1][C:2]1[CH:11]=[CH:10][C:5]([C:6]([O:8][CH3:9])=[O:7])=[CH:4][CH:3]=1.[N:12]([O-])=O.[Na+].[Sn](Cl)(Cl)(Cl)Cl. The catalyst is Cl.O. The product is [NH:1]([C:2]1[CH:3]=[CH:4][C:5]([C:6]([O:8][CH3:9])=[O:7])=[CH:10][CH:11]=1)[NH2:12]. The yield is 0.925. (4) The reactants are I[CH:2]([CH3:4])[CH3:3].[C:5]([O:9][C:10]([C:12]1[CH:22]=[C:21]([OH:23])[C:15]2[CH2:16][CH:17]([CH2:19][OH:20])[O:18][C:14]=2[CH:13]=1)=[O:11])([CH3:8])([CH3:7])[CH3:6].C([O-])([O-])=O.[K+].[K+]. The catalyst is CN(C=O)C. The product is [C:5]([O:9][C:10]([C:12]1[CH:22]=[C:21]([O:23][CH:2]([CH3:4])[CH3:3])[C:15]2[CH2:16][CH:17]([CH2:19][OH:20])[O:18][C:14]=2[CH:13]=1)=[O:11])([CH3:8])([CH3:6])[CH3:7]. The yield is 0.860. (5) The reactants are [NH2:1][C:2]1[CH:11]=[CH:10][C:9]([C:12]([F:15])([F:14])[F:13])=[CH:8][C:3]=1[C:4]([O:6][CH3:7])=[O:5].C(N(CC)CC)C.[F:23][C:24]([F:37])([F:36])[S:25](O[S:25]([C:24]([F:37])([F:36])[F:23])(=[O:27])=[O:26])(=[O:27])=[O:26].O. The catalyst is ClCCl. The product is [F:15][C:12]([F:13])([F:14])[C:9]1[CH:10]=[CH:11][C:2]([NH:1][S:25]([C:24]([F:37])([F:36])[F:23])(=[O:27])=[O:26])=[C:3]([CH:8]=1)[C:4]([O:6][CH3:7])=[O:5]. The yield is 0.750. (6) The reactants are [H-].[Na+].[F:3][C:4]1[CH:9]=[C:8]([F:10])[CH:7]=[CH:6][C:5]=1[OH:11].Cl[C:13]1[CH:18]=[C:17]([N+:19]([O-:21])=[O:20])[C:16]([CH3:22])=[CH:15][N+:14]=1[O-:23]. The catalyst is C1COCC1. The product is [F:3][C:4]1[CH:9]=[C:8]([F:10])[CH:7]=[CH:6][C:5]=1[O:11][C:13]1[CH:18]=[C:17]([N+:19]([O-:21])=[O:20])[C:16]([CH3:22])=[CH:15][N+:14]=1[O-:23]. The yield is 0.550.